This data is from Full USPTO retrosynthesis dataset with 1.9M reactions from patents (1976-2016). The task is: Predict the reactants needed to synthesize the given product. (1) Given the product [F:34][CH:16]([F:15])[N:17]1[C:25]2[C:20](=[N:21][CH:22]=[CH:23][CH:24]=2)[N:19]([C:26]2[CH:31]=[CH:30][C:29]([O:32][C:3]3[N:2]([CH3:1])[C:6]4=[N:7][CH:8]=[CH:9][CH:10]=[C:5]4[N:4]=3)=[CH:28][CH:27]=2)[C:18]1=[O:33], predict the reactants needed to synthesize it. The reactants are: [CH3:1][N:2]1[C:6]2=[N:7][CH:8]=[CH:9][CH:10]=[C:5]2[N:4]=[C:3]1S(C)(=O)=O.[F:15][CH:16]([F:34])[N:17]1[C:25]2[C:20](=[N:21][CH:22]=[CH:23][CH:24]=2)[N:19]([C:26]2[CH:31]=[CH:30][C:29]([OH:32])=[CH:28][CH:27]=2)[C:18]1=[O:33].[H-].[Na+]. (2) Given the product [Cl:17][C:12]1[CH:13]=[N:14][N:15]([CH3:16])[C:11]=1[C:3]1[CH:4]=[C:5]([C:7]([OH:9])=[O:8])[S:6][C:2]=1[CH3:1], predict the reactants needed to synthesize it. The reactants are: [CH3:1][C:2]1[S:6][C:5]([C:7]([O:9]C)=[O:8])=[CH:4][C:3]=1[C:11]1[N:15]([CH3:16])[N:14]=[CH:13][CH:12]=1.[Cl:17]N1C(=O)CCC1=O.[OH-].[Na+]. (3) Given the product [F:1][C:2]1[CH:7]=[C:6]([F:8])[CH:5]=[CH:4][C:3]=1/[CH:9]=[CH:10]/[C:11]1[CH:12]=[CH:13][C:14]([S:19]([C:22]2[CH:27]=[CH:26][CH:25]=[CH:24][CH:23]=2)(=[O:21])=[O:20])=[C:15]([CH:16]([OH:17])[CH3:28])[CH:18]=1, predict the reactants needed to synthesize it. The reactants are: [F:1][C:2]1[CH:7]=[C:6]([F:8])[CH:5]=[CH:4][C:3]=1/[CH:9]=[CH:10]/[C:11]1[CH:12]=[CH:13][C:14]([S:19]([C:22]2[CH:27]=[CH:26][CH:25]=[CH:24][CH:23]=2)(=[O:21])=[O:20])=[C:15]([CH:18]=1)[CH:16]=[O:17].[CH3:28][Mg]Cl. (4) Given the product [F:1][C:2]1[CH:3]=[CH:4][C:5]([C:8]2[C:16]3[C:11](=[CH:12][CH:13]=[C:14]([NH:17][C:18]([C:20]4([CH:46]([OH:48])[CH3:47])[CH2:24][CH2:23][N:22]([CH2:25][C:26](=[O:45])[N:27]5[CH2:32][CH2:31][N:30]([C:33]6[CH:38]=[CH:37][C:36]([C:39]7[N:40]=[CH:41][CH:42]=[CH:43][N:44]=7)=[CH:35][CH:34]=6)[CH2:29][CH2:28]5)[CH2:21]4)=[O:19])[CH:15]=3)[NH:10][N:9]=2)=[CH:6][CH:7]=1, predict the reactants needed to synthesize it. The reactants are: [F:1][C:2]1[CH:7]=[CH:6][C:5]([C:8]2[C:16]3[C:11](=[CH:12][CH:13]=[C:14]([NH:17][C:18]([C:20]4([CH:46]([OH:48])[CH3:47])[CH2:24][CH2:23][N:22]([CH2:25][C:26](=[O:45])[N:27]5[CH2:32][CH2:31][N:30]([C:33]6[CH:38]=[CH:37][C:36]([C:39]7[N:44]=[CH:43][CH:42]=[CH:41][N:40]=7)=[CH:35][CH:34]=6)[CH2:29][CH2:28]5)[CH2:21]4)=[O:19])[CH:15]=3)[N:10](C(C3C=CC=CC=3)(C3C=CC=CC=3)C3C=CC=CC=3)[N:9]=2)=[CH:4][CH:3]=1.CCOC(C)=O. (5) Given the product [CH2:15]([N:14]([CH2:1][CH2:2][CH2:3][CH2:4][CH2:5][CH2:6][CH2:7][CH2:8][CH2:9][CH2:10][CH2:11][CH2:12][CH3:13])[C:30](=[S:31])[S-:32])[CH2:16][CH2:17][CH2:18][CH2:19][CH2:20][CH2:21][CH2:22][CH2:23][CH2:24][CH2:25][CH2:26][CH3:27].[Zn+2:29].[CH2:15]([N:14]([CH2:1][CH2:2][CH2:3][CH2:4][CH2:5][CH2:6][CH2:7][CH2:8][CH2:9][CH2:10][CH2:11][CH2:12][CH3:13])[C:30](=[S:31])[S-:32])[CH2:16][CH2:17][CH2:18][CH2:19][CH2:20][CH2:21][CH2:22][CH2:23][CH2:24][CH2:25][CH2:26][CH3:27], predict the reactants needed to synthesize it. The reactants are: [CH2:1]([NH:14][CH2:15][CH2:16][CH2:17][CH2:18][CH2:19][CH2:20][CH2:21][CH2:22][CH2:23][CH2:24][CH2:25][CH2:26][CH3:27])[CH2:2][CH2:3][CH2:4][CH2:5][CH2:6][CH2:7][CH2:8][CH2:9][CH2:10][CH2:11][CH2:12][CH3:13].[O-2].[Zn+2:29].[C:30](=[S:32])=[S:31]. (6) Given the product [Cl:1][C:2]1[CH:3]=[N:4][CH:5]=[C:6]([Cl:24])[C:7]=1[S:8][C:9]1[S:13][C:12]([C:14]([NH:16][CH2:17][C:18]([NH:32][CH:29]2[CH2:30][CH2:31][N:26]([CH3:25])[CH2:27][CH2:28]2)=[O:20])=[O:15])=[CH:11][C:10]=1[N+:21]([O-:23])=[O:22], predict the reactants needed to synthesize it. The reactants are: [Cl:1][C:2]1[CH:3]=[N:4][CH:5]=[C:6]([Cl:24])[C:7]=1[S:8][C:9]1[S:13][C:12]([C:14]([NH:16][CH2:17][C:18]([OH:20])=O)=[O:15])=[CH:11][C:10]=1[N+:21]([O-:23])=[O:22].[CH3:25][N:26]1[CH2:31][CH2:30][CH:29]([NH2:32])[CH2:28][CH2:27]1. (7) Given the product [Cl:24][C:12]1[CH:13]=[C:14]2[C:9](=[CH:10][CH:11]=1)[N:8]=[C:7]([N:25]1[CH2:26][CH2:27][CH2:28][CH2:29]1)[C:6]([C:4]([OH:5])=[O:3])=[C:15]2[CH2:16][C:17]1[CH:22]=[CH:21][CH:20]=[CH:19][C:18]=1[Cl:23], predict the reactants needed to synthesize it. The reactants are: C([O:3][C:4]([C:6]1[C:7]([N:25]2[CH2:29][CH2:28][CH2:27][CH2:26]2)=[N:8][C:9]2[C:14]([C:15]=1[CH2:16][C:17]1[CH:22]=[CH:21][CH:20]=[CH:19][C:18]=1[Cl:23])=[CH:13][C:12]([Cl:24])=[CH:11][CH:10]=2)=[O:5])C.[OH-].[Na+].